Dataset: Full USPTO retrosynthesis dataset with 1.9M reactions from patents (1976-2016). Task: Predict the reactants needed to synthesize the given product. (1) Given the product [CH3:1][O:2][C:3]1[CH:9]=[CH:8][C:6]([NH:7][C:16]([NH:15][C:18]2[S:19][C:20]([C:23]([F:25])([F:24])[F:26])=[N:21][N:22]=2)=[O:17])=[C:5]([C:10]2[O:11][CH:12]=[CH:13][N:14]=2)[CH:4]=1, predict the reactants needed to synthesize it. The reactants are: [CH3:1][O:2][C:3]1[CH:9]=[CH:8][C:6]([NH2:7])=[C:5]([C:10]2[O:11][CH:12]=[CH:13][N:14]=2)[CH:4]=1.[N:15]([C:18]1[S:19][C:20]([C:23]([F:26])([F:25])[F:24])=[N:21][N:22]=1)=[C:16]=[O:17]. (2) Given the product [Si:18]([O:25][CH2:26][CH2:27][NH:28][C:29]1[CH:30]=[CH:31][C:32]([NH:35][C:15]([C:11]2[C:10]([NH:9][C:7]([C:5]3[S:6][C:2]([Cl:1])=[CH:3][CH:4]=3)=[O:8])=[CH:14][S:13][N:12]=2)=[O:17])=[CH:33][CH:34]=1)([C:21]([CH3:24])([CH3:23])[CH3:22])([CH3:20])[CH3:19], predict the reactants needed to synthesize it. The reactants are: [Cl:1][C:2]1[S:6][C:5]([C:7]([NH:9][C:10]2[C:11]([C:15]([OH:17])=O)=[N:12][S:13][CH:14]=2)=[O:8])=[CH:4][CH:3]=1.[Si:18]([O:25][CH2:26][CH2:27][NH:28][C:29]1[CH:34]=[CH:33][C:32]([NH2:35])=[CH:31][CH:30]=1)([C:21]([CH3:24])([CH3:23])[CH3:22])([CH3:20])[CH3:19].CN(C(ON1N=NC2C=CC=CC1=2)=[N+](C)C)C.[B-](F)(F)(F)F.C(N(CC)C(C)C)(C)C. (3) Given the product [CH3:1][O:2][C:3]([CH:5]1[CH2:9][CH2:8][CH2:7][CH:6]1[C:10]1[CH:15]=[C:14]([O:16][CH2:17][O:18][CH3:19])[CH:13]=[C:12]([C:20]([CH3:27])([CH3:28])[O:21][SiH2:22][C:23]([CH3:25])([CH3:26])[CH3:24])[C:11]=1[O:29][CH2:30][O:31][CH3:32])=[O:4], predict the reactants needed to synthesize it. The reactants are: [CH3:1][O:2][C:3]([C:5]1[CH2:9][CH2:8][CH2:7][C:6]=1[C:10]1[CH:15]=[C:14]([O:16][CH2:17][O:18][CH3:19])[CH:13]=[C:12]([C:20]([CH3:28])([CH3:27])[O:21][SiH2:22][C:23]([CH3:26])([CH3:25])[CH3:24])[C:11]=1[O:29][CH2:30][O:31][CH3:32])=[O:4]. (4) Given the product [C:1]([C:5]1[CH:9]=[C:8]([NH:10][C:19](=[O:20])[O:21][C:22]2[CH:27]=[CH:26][CH:25]=[CH:24][CH:23]=2)[N:7]([C:11]2[CH:16]=[CH:15][CH:14]=[CH:13][C:12]=2[F:17])[N:6]=1)([CH3:4])([CH3:2])[CH3:3], predict the reactants needed to synthesize it. The reactants are: [C:1]([C:5]1[CH:9]=[C:8]([NH2:10])[N:7]([C:11]2[CH:16]=[CH:15][CH:14]=[CH:13][C:12]=2[F:17])[N:6]=1)([CH3:4])([CH3:3])[CH3:2].Cl[C:19]([O:21][C:22]1[CH:27]=[CH:26][CH:25]=[CH:24][CH:23]=1)=[O:20]. (5) Given the product [Cl:12][C:4]1[C:3]([N:2]([CH3:13])[CH3:1])=[CH:8][CH:7]=[CH:6][C:5]=1[NH2:9], predict the reactants needed to synthesize it. The reactants are: [CH3:1][N:2]([CH3:13])[C:3]1[CH:8]=[CH:7][CH:6]=[C:5]([N+:9]([O-])=O)[C:4]=1[Cl:12].[H][H].